This data is from Catalyst prediction with 721,799 reactions and 888 catalyst types from USPTO. The task is: Predict which catalyst facilitates the given reaction. (1) Reactant: Cl[C:2]1[C:11]2[C:6](=[CH:7][C:8]([F:13])=[CH:9][C:10]=2[F:12])[N:5]=[C:4]([N:14]2[CH2:19][CH2:18][N:17]([C:20]([O:22][C:23]([CH3:26])([CH3:25])[CH3:24])=[O:21])[CH2:16][C@H:15]2[CH3:27])[C:3]=1[CH3:28].[O:29]1[CH2:34][CH2:33][N:32]([C:35]2[CH:36]=[C:37]([NH2:41])[CH:38]=[N:39][CH:40]=2)[CH2:31][CH2:30]1. Product: [F:12][C:10]1[CH:9]=[C:8]([F:13])[CH:7]=[C:6]2[C:11]=1[C:2]([NH:41][C:37]1[CH:38]=[N:39][CH:40]=[C:35]([N:32]3[CH2:33][CH2:34][O:29][CH2:30][CH2:31]3)[CH:36]=1)=[C:3]([CH3:28])[C:4]([N:14]1[CH2:19][CH2:18][N:17]([C:20]([O:22][C:23]([CH3:24])([CH3:26])[CH3:25])=[O:21])[CH2:16][C@H:15]1[CH3:27])=[N:5]2. The catalyst class is: 11. (2) Reactant: [CH3:1][O:2][C:3]1[CH:4]=[C:5]2[C:10](=[CH:11][C:12]=1[O:13][CH3:14])[N:9]=[CH:8][CH:7]=[C:6]2[O:15][C:16]1[CH:22]=[CH:21][C:19]([NH2:20])=[C:18]([CH3:23])[C:17]=1[CH3:24].Cl[C:26](Cl)([O:28]C(=O)OC(Cl)(Cl)Cl)Cl.[CH3:37][CH2:38][CH:39]([OH:43])[CH2:40][CH2:41][CH3:42].C(=O)(O)[O-].[Na+]. Product: [CH3:1][O:2][C:3]1[CH:4]=[C:5]2[C:10](=[CH:11][C:12]=1[O:13][CH3:14])[N:9]=[CH:8][CH:7]=[C:6]2[O:15][C:16]1[CH:22]=[CH:21][C:19]([NH:20][C:26](=[O:28])[O:43][CH:39]([CH2:38][CH3:37])[CH2:40][CH2:41][CH3:42])=[C:18]([CH3:23])[C:17]=1[CH3:24]. The catalyst class is: 208.